Dataset: Reaction yield outcomes from USPTO patents with 853,638 reactions. Task: Predict the reaction yield, written as a fraction of the theoretical maximum amount of product (1.0 means a 100% yield; for example, 0.34 means a 34% yield). (1) The reactants are [CH2:1]([O:8][C:9](=[O:31])[NH:10][C:11]1[CH:16]=[CH:15][C:14]([F:17])=[C:13]([CH:18]([C:20]2[C:28]3[C:23](=[N:24][CH:25]=[C:26]([Cl:29])[CH:27]=3)[NH:22][CH:21]=2)[OH:19])[C:12]=1[F:30])[C:2]1[CH:7]=[CH:6][CH:5]=[CH:4][CH:3]=1.CC(OI1(OC(C)=O)(OC(C)=O)OC(=O)C2C=CC=CC1=2)=O.O. The catalyst is O1CCCC1. The product is [CH2:1]([O:8][C:9](=[O:31])[NH:10][C:11]1[CH:16]=[CH:15][C:14]([F:17])=[C:13]([C:18]([C:20]2[C:28]3[C:23](=[N:24][CH:25]=[C:26]([Cl:29])[CH:27]=3)[NH:22][CH:21]=2)=[O:19])[C:12]=1[F:30])[C:2]1[CH:3]=[CH:4][CH:5]=[CH:6][CH:7]=1. The yield is 0.910. (2) The reactants are OS(O)(=O)=O.[Cl:6][C:7]1[CH:16]=[CH:15][C:14]2[C:9](=[CH:10][CH:11]=[CH:12][CH:13]=2)[N:8]=1.[N+:17]([O-])([O-:19])=[O:18].[K+]. No catalyst specified. The product is [Cl:6][C:7]1[CH:16]=[CH:15][C:14]2[C:9](=[C:10]([N+:17]([O-:19])=[O:18])[CH:11]=[CH:12][CH:13]=2)[N:8]=1. The yield is 0.380. (3) The reactants are [F:1][C:2]([F:17])([F:16])[C:3](=O)[CH2:4][C:5]1[CH:14]=[CH:13][C:8]([C:9]([O:11][CH3:12])=[O:10])=[CH:7][CH:6]=1.[CH3:18][N:19]([CH3:21])[NH2:20].C(O)(=O)C. The catalyst is CCO. The product is [F:1][C:2]([F:17])([F:16])[C:3](=[N:20][N:19]([CH3:21])[CH3:18])[CH2:4][C:5]1[CH:14]=[CH:13][C:8]([C:9]([O:11][CH3:12])=[O:10])=[CH:7][CH:6]=1. The yield is 0.640. (4) The reactants are [CH3:1][NH:2][C:3]1[CH:8]=[CH:7][CH:6]=[CH:5][CH:4]=1.Br.Br[CH:11]([C:13]1[CH:14]=[C:15]([C:30]([N:32]([CH3:34])[CH3:33])=[O:31])[CH:16]=[C:17]2[C:22]=1[O:21][C:20]([N:23]1[CH2:28][CH2:27][O:26][CH2:25][CH2:24]1)=[CH:19][C:18]2=[O:29])[CH3:12]. No catalyst specified. The product is [CH3:33][N:32]([CH3:34])[C:30]([C:15]1[CH:16]=[C:17]2[C:22](=[C:13]([CH:11]([N:2]([CH3:1])[C:3]3[CH:8]=[CH:7][CH:6]=[CH:5][CH:4]=3)[CH3:12])[CH:14]=1)[O:21][C:20]([N:23]1[CH2:28][CH2:27][O:26][CH2:25][CH2:24]1)=[CH:19][C:18]2=[O:29])=[O:31]. The yield is 0.370. (5) The reactants are [Br:1][C:2]1[C:10]2[C:5](=[CH:6][CH:7]=[C:8]([N+:11]([O-:13])=[O:12])[CH:9]=2)[NH:4][N:3]=1.C(=O)([O-])[O-].[K+].[K+].Cl[CH2:21][CH2:22][N:23]1[CH2:27][CH2:26][CH2:25][CH2:24]1. The catalyst is CN(C=O)C. The product is [Br:1][C:2]1[C:10]2[C:5](=[CH:6][CH:7]=[C:8]([N+:11]([O-:13])=[O:12])[CH:9]=2)[N:4]([CH2:21][CH2:22][N:23]2[CH2:27][CH2:26][CH2:25][CH2:24]2)[N:3]=1. The yield is 0.760. (6) The reactants are CC1C=CC(S(O[CH2:12][CH:13]2[CH2:17][C:16]3[CH:18]=[CH:19][C:20]([F:29])=[C:21]([C:22]4[CH:27]=[CH:26][CH:25]=[CH:24][C:23]=4[Cl:28])[C:15]=3[O:14]2)(=O)=O)=CC=1.[N-:30]=[N+:31]=[N-:32].[Na+].N(CC1CC2C=C(Cl)C=C(C3C=CSC=3)C=2O1)=[N+]=[N-]. No catalyst specified. The product is [N:30]([CH2:12][CH:13]1[CH2:17][C:16]2[CH:18]=[CH:19][C:20]([F:29])=[C:21]([C:22]3[CH:27]=[CH:26][CH:25]=[CH:24][C:23]=3[Cl:28])[C:15]=2[O:14]1)=[N+:31]=[N-:32]. The yield is 0.990. (7) The reactants are C[O:2][C:3]1[CH:8]=[CH:7][C:6]([O:9][C:10]2[CH:15]=[CH:14][C:13]([CH3:16])=[CH:12][CH:11]=2)=[CH:5][CH:4]=1.B(Br)(Br)Br. The catalyst is ClCCl. The product is [C:13]1([CH3:16])[CH:12]=[CH:11][C:10]([O:9][C:6]2[CH:7]=[CH:8][C:3]([OH:2])=[CH:4][CH:5]=2)=[CH:15][CH:14]=1. The yield is 0.830. (8) The reactants are [C:1]([O:5][C:6]([NH:8][CH2:9][CH2:10][C:11]([C:17]1[CH:22]=[CH:21][C:20]([Cl:23])=[CH:19][CH:18]=1)([CH3:16])[C:12]([O:14]C)=[O:13])=[O:7])([CH3:4])([CH3:3])[CH3:2].O[Li].O. The catalyst is C1COCC1.O. The product is [C:1]([O:5][C:6]([NH:8][CH2:9][CH2:10][C:11]([C:17]1[CH:22]=[CH:21][C:20]([Cl:23])=[CH:19][CH:18]=1)([CH3:16])[C:12]([OH:14])=[O:13])=[O:7])([CH3:2])([CH3:3])[CH3:4]. The yield is 0.990.